Dataset: Peptide-MHC class II binding affinity with 134,281 pairs from IEDB. Task: Regression. Given a peptide amino acid sequence and an MHC pseudo amino acid sequence, predict their binding affinity value. This is MHC class II binding data. (1) The peptide sequence is LGFSSEVLKLKDEVR. The MHC is H-2-IAb with pseudo-sequence H-2-IAb. The binding affinity (normalized) is 0.146. (2) The peptide sequence is PVGFFTALAVLIECH. The MHC is HLA-DPA10103-DPB10301 with pseudo-sequence HLA-DPA10103-DPB10301. The binding affinity (normalized) is 0.419. (3) The peptide sequence is WEVKSSKPLVGPFNF. The MHC is DRB3_0202 with pseudo-sequence DRB3_0202. The binding affinity (normalized) is 0.0987. (4) The peptide sequence is AGGAGGVGAVGGKRG. The MHC is DRB3_0202 with pseudo-sequence DRB3_0202. The binding affinity (normalized) is 0. (5) The peptide sequence is VLAALFAGAWCVPKV. The MHC is DRB1_0405 with pseudo-sequence DRB1_0405. The binding affinity (normalized) is 0.198. (6) The peptide sequence is RLATAIAGAWENGVC. The binding affinity (normalized) is 0.133. The MHC is DRB4_0101 with pseudo-sequence DRB4_0103. (7) The peptide sequence is SKKDKFVAANAGGTV. The MHC is HLA-DPA10201-DPB10501 with pseudo-sequence HLA-DPA10201-DPB10501. The binding affinity (normalized) is 0.202.